Dataset: Reaction yield outcomes from USPTO patents with 853,638 reactions. Task: Predict the reaction yield, written as a fraction of the theoretical maximum amount of product (1.0 means a 100% yield; for example, 0.34 means a 34% yield). (1) The reactants are [CH2:1]([O:8][CH2:9][CH:10]=[O:11])[C:2]1[CH:7]=[CH:6][CH:5]=[CH:4][CH:3]=1.[CH3:12][C:13]([CH3:18])([CH2:16]O)[CH2:14][OH:15]. The catalyst is O.C1(C)C=CC(S(O)(=O)=O)=CC=1.C1(C)C=CC=CC=1. The product is [CH2:1]([O:8][CH2:9][CH:10]1[O:15][CH2:14][C:13]([CH3:18])([CH3:16])[CH2:12][O:11]1)[C:2]1[CH:7]=[CH:6][CH:5]=[CH:4][CH:3]=1. The yield is 0.966. (2) The reactants are S(Cl)([Cl:3])=O.[OH:5][CH2:6][CH2:7][NH:8][C:9]1[C:10]2[C:15]([N:16]=[C:17]3[C:22]=1[C:21]([N+:23]([O-:25])=[O:24])=[CH:20][CH:19]=[C:18]3[CH3:26])=[CH:14][CH:13]=[CH:12][CH:11]=2.[C:27](O)(=[O:30])[CH2:28][CH3:29]. No catalyst specified. The product is [ClH:3].[C:27]([O:5][CH2:6][CH2:7][NH:8][C:9]1[C:10]2[C:15]([N:16]=[C:17]3[C:22]=1[C:21]([N+:23]([O-:25])=[O:24])=[CH:20][CH:19]=[C:18]3[CH3:26])=[CH:14][CH:13]=[CH:12][CH:11]=2)(=[O:30])[CH2:28][CH3:29]. The yield is 0.680. (3) The reactants are [NH2:1][C@@H:2]1[CH2:7][CH2:6][C@H:5]([NH:8][C:9]2[N:18]=[C:17]([N:19]([CH2:22]C)[CH2:20]C)[C:16]3[C:11](=[CH:12][CH:13]=[CH:14][CH:15]=3)[N:10]=2)[CH2:4][CH2:3]1.[Br:24][C:25]1[CH:30]=[CH:29][C:28]([CH2:31][CH:32]=O)=[C:27]([O:34][C:35]([F:38])([F:37])[F:36])[CH:26]=1.CC(O)=O.[BH-](OC(C)=O)(OC(C)=O)OC(C)=O.[Na+].[ClH:57]. The catalyst is C(Cl)Cl.CCOC(C)=O. The product is [ClH:57].[ClH:57].[Br:24][C:25]1[CH:30]=[CH:29][C:28]([CH2:31][CH2:32][NH:1][C@@H:2]2[CH2:3][CH2:4][C@H:5]([NH:8][C:9]3[N:18]=[C:17]([N:19]([CH3:20])[CH3:22])[C:16]4[C:11](=[CH:12][CH:13]=[CH:14][CH:15]=4)[N:10]=3)[CH2:6][CH2:7]2)=[C:27]([O:34][C:35]([F:36])([F:37])[F:38])[CH:26]=1. The yield is 0.250.